This data is from Forward reaction prediction with 1.9M reactions from USPTO patents (1976-2016). The task is: Predict the product of the given reaction. (1) Given the reactants [NH2:1][C:2]1[C:11](Cl)=[C:10]([NH:13][C:14]2[CH:19]=[CH:18][C:17]([I:20])=[CH:16][C:15]=2[F:21])[C:5]([C:6]([O:8][CH3:9])=[O:7])=[CH:4][N:3]=1.[B-](F)(F)(F)[F:23].[B-](F)(F)(F)F.C1[N+]2(CCl)CC[N+](F)(CC2)C1, predict the reaction product. The product is: [NH2:1][C:2]1[C:11]([F:23])=[C:10]([NH:13][C:14]2[CH:19]=[CH:18][C:17]([I:20])=[CH:16][C:15]=2[F:21])[C:5]([C:6]([O:8][CH3:9])=[O:7])=[CH:4][N:3]=1. (2) Given the reactants [C:1]([NH:9][NH:10][C:11]([C:13]1[N:14]=[CH:15][N:16]2[C:21](=[O:22])[N:20]([CH3:23])[N:19]=[N:18][C:17]=12)=[O:12])(=O)[C:2]1[CH:7]=[CH:6][CH:5]=[CH:4][CH:3]=1.C(Br)(Br)(Br)Br.C1(P(C2C=CC=CC=2)C2C=CC=CC=2)C=CC=CC=1, predict the reaction product. The product is: [CH3:23][N:20]1[C:21](=[O:22])[N:16]2[CH:15]=[N:14][C:13]([C:11]3[O:12][C:1]([C:2]4[CH:7]=[CH:6][CH:5]=[CH:4][CH:3]=4)=[N:9][N:10]=3)=[C:17]2[N:18]=[N:19]1. (3) Given the reactants [CH2:1]([N:3]1[C:7]2[CH:8]=[CH:9][C:10]([N:12]3[CH2:16][C@H:15]([C:17]([O:19]CCCC)=O)[O:14][C:13]3=[O:24])=[CH:11][C:6]=2[S:5][C:4]1=[O:25])[CH3:2].[CH3:26][NH2:27], predict the reaction product. The product is: [CH3:26][NH:27][C:17]([C@@H:15]1[O:14][C:13](=[O:24])[N:12]([C:10]2[CH:9]=[CH:8][C:7]3[N:3]([CH2:1][CH3:2])[C:4](=[O:25])[S:5][C:6]=3[CH:11]=2)[CH2:16]1)=[O:19]. (4) Given the reactants Br[C:2]1[CH:7]=[CH:6][C:5]([N:8]2[C:12]([CH2:13][C@@H:14]3[CH2:18][CH2:17][N:16]([C:19]([CH:21]4[CH2:23][CH2:22]4)=[O:20])[CH2:15]3)=[N:11][NH:10][C:9]2=[O:24])=[CH:4][CH:3]=1.[C:25]([C:27]1[CH:32]=[CH:31][C:30](B(O)O)=[CH:29][CH:28]=1)#[N:26].P([O-])([O-])([O-])=O.[K+].[K+].[K+], predict the reaction product. The product is: [CH:21]1([C:19]([N:16]2[CH2:17][CH2:18][C@@H:14]([CH2:13][C:12]3[N:8]([C:5]4[CH:6]=[CH:7][C:2]([C:30]5[CH:31]=[CH:32][C:27]([C:25]#[N:26])=[CH:28][CH:29]=5)=[CH:3][CH:4]=4)[C:9](=[O:24])[NH:10][N:11]=3)[CH2:15]2)=[O:20])[CH2:23][CH2:22]1.